This data is from Full USPTO retrosynthesis dataset with 1.9M reactions from patents (1976-2016). The task is: Predict the reactants needed to synthesize the given product. (1) Given the product [C:1]([CH:5]1[N:9]=[C:8]2[C:10]([N:35]3[CH2:36][CH2:37][C@H:33]([N:32]([CH3:38])[CH3:31])[CH2:34]3)=[CH:11][C:12]([CH3:16])([C:30]3[CH:29]=[CH:10][CH:8]=[CH:7][CH:13]=3)[C:13]([C:14]#[N:15])=[C:7]2[O:6]1)([CH3:3])([CH3:4])[CH3:2], predict the reactants needed to synthesize it. The reactants are: [C:1]([C:5]1[O:6][C:7]2[C:13]([C:14]#[N:15])=[C:12]([CH3:16])[C:11](C3C=CC=CC=3)=[C:10](F)[C:8]=2[N:9]=1)([CH3:4])([CH3:3])[CH3:2].C(N([CH2:29][CH3:30])CC)C.[CH3:31][N:32]([CH3:38])[C@H:33]1[CH2:37][CH2:36][NH:35][CH2:34]1.C(=O)([O-])O.[Na+]. (2) Given the product [CH3:1][C:2]1[O:3][C:4]2[C:9]([C:10](=[O:12])[CH:11]=1)=[CH:8][CH:7]=[CH:6][C:5]=2[CH:13]=[C:16]([C:17](=[O:18])[CH3:19])[C:15]([O:21][CH2:22][CH3:23])=[O:20], predict the reactants needed to synthesize it. The reactants are: [CH3:1][C:2]1[O:3][C:4]2[C:9]([C:10](=[O:12])[CH:11]=1)=[CH:8][CH:7]=[CH:6][C:5]=2[CH:13]=O.[C:15]([O:21][CH2:22][CH3:23])(=[O:20])[CH2:16][C:17]([CH3:19])=[O:18]. (3) Given the product [C:41]([O:40][C@@H:34]([C:12]1[C:13]([CH3:33])=[N:14][C:15]2=[CH:19][C:18]3=[N:17][N:16]2[C:11]=1[N:8]1[CH2:9][CH2:10][C:5]([CH3:45])([O:4][CH2:1][CH2:32][CH2:31][CH2:30][CH2:29][C:24]2[CH:25]=[CH:26][CH:27]=[CH:28][C:23]=2[CH2:22][O:21][CH2:20]3)[CH2:6][CH2:7]1)[C:35]([O:37][CH2:38][CH3:39])=[O:36])([CH3:44])([CH3:42])[CH3:43], predict the reactants needed to synthesize it. The reactants are: [CH2:1]([O:4][C:5]1([CH3:45])[CH2:10][CH2:9][N:8]([C:11]2[N:16]3[N:17]=[C:18]([CH2:20][O:21][CH2:22][C:23]4[CH:28]=[CH:27][CH:26]=[CH:25][C:24]=4[CH2:29][CH2:30][CH:31]=[CH2:32])[CH:19]=[C:15]3[N:14]=[C:13]([CH3:33])[C:12]=2[C@H:34]([O:40][C:41]([CH3:44])([CH3:43])[CH3:42])[C:35]([O:37][CH2:38][CH3:39])=[O:36])[CH2:7][CH2:6]1)C=C.[BH4-].[Na+]. (4) Given the product [OH:1][CH2:2][C:3]1[CH:4]=[CH:5][C:6]([C:7]([O:9][CH2:14][CH:13]=[CH2:12])=[O:8])=[CH:10][CH:11]=1, predict the reactants needed to synthesize it. The reactants are: [OH:1][CH2:2][C:3]1[CH:11]=[CH:10][C:6]([C:7]([OH:9])=[O:8])=[CH:5][CH:4]=1.[CH2:12](Br)[CH:13]=[CH2:14].C(N(C(C)C)CC)(C)C.ClCCl. (5) The reactants are: C([O:8][N:9]1[C:15](=[O:16])[N:14]2[CH2:17][C@H:10]1[CH2:11][CH2:12][C@H:13]2[C:18]([NH:20][O:21][C@@H:22]1[CH2:26][C:25](=[O:27])[NH:24][CH2:23]1)=[O:19])C1C=CC=CC=1.[H][H]. Given the product [OH:8][N:9]1[C:15](=[O:16])[N:14]2[CH2:17][C@H:10]1[CH2:11][CH2:12][C@H:13]2[C:18]([NH:20][O:21][C@@H:22]1[CH2:26][C:25](=[O:27])[NH:24][CH2:23]1)=[O:19], predict the reactants needed to synthesize it. (6) Given the product [CH3:1][N:2]1[C@@H:6]([CH3:7])[C@@H:5]([C:8]2[CH:9]=[CH:10][CH:11]=[CH:12][CH:13]=2)[N:4]([C:14](=[O:61])[C@@H:15]([CH2:46][CH2:47][C:48]([F:59])([F:60])[C:49]([F:58])([F:57])[C:50]([F:56])([F:55])[C:51]([F:54])([F:53])[F:52])[CH2:16][CH2:17][CH2:18][CH2:19][CH2:20][CH2:21][CH2:22][CH2:23][CH2:24][C@@H:25]2[CH2:42][C:41]3[CH:40]=[C:39]([O:43][CH3:44])[CH:38]=[CH:37][C:36]=3[C@@H:35]3[C@@H:26]2[C@H:27]2[C@@:31]([CH2:33][CH2:34]3)([CH3:32])[C@@H:30]([OH:45])[CH2:29][CH2:28]2)[C:3]1=[O:62], predict the reactants needed to synthesize it. The reactants are: [CH3:1][N:2]1[C@@H:6]([CH3:7])[C@@H:5]([C:8]2[CH:13]=[CH:12][CH:11]=[CH:10][CH:9]=2)[N:4]([C:14](=[O:61])[C@@H:15]([CH2:46][CH2:47][C:48]([F:60])([F:59])[C:49]([F:58])([F:57])[C:50]([F:56])([F:55])[C:51]([F:54])([F:53])[F:52])[CH2:16][CH2:17][CH2:18][CH2:19][CH2:20][CH2:21]/[CH:22]=[CH:23]/[CH2:24][C@@H:25]2[CH2:42][C:41]3[CH:40]=[C:39]([O:43][CH3:44])[CH:38]=[CH:37][C:36]=3[C@@H:35]3[C@@H:26]2[C@H:27]2[C@@:31]([CH2:33][CH2:34]3)([CH3:32])[C@@H:30]([OH:45])[CH2:29][CH2:28]2)[C:3]1=[O:62].CN1[C@@H](C)[C@@H](C2C=CC=CC=2)N(C(=O)[C@@H](CCC(F)(F)C(F)(F)C(F)(F)C(F)(F)F)CCCCCC/C=C\C[C@@H]2CC3C=C(OC)C=CC=3[C@@H]3[C@@H]2[C@H]2[C@@](CC3)(C)[C@@H](O)CC2)C1=O.